From a dataset of Full USPTO retrosynthesis dataset with 1.9M reactions from patents (1976-2016). Predict the reactants needed to synthesize the given product. Given the product [F:14][C:15]1[CH:16]=[C:17]([NH:18][C:4]([C:6]2[CH:11]=[C:10]([Cl:12])[CH:9]=[C:8]([CH3:13])[N:7]=2)=[O:5])[CH:19]=[CH:20][CH:21]=1, predict the reactants needed to synthesize it. The reactants are: C(O[C:4]([C:6]1[CH:11]=[C:10]([Cl:12])[CH:9]=[C:8]([CH3:13])[N:7]=1)=[O:5])C.[F:14][C:15]1[CH:16]=[C:17]([CH:19]=[CH:20][CH:21]=1)[NH2:18].